Dataset: Forward reaction prediction with 1.9M reactions from USPTO patents (1976-2016). Task: Predict the product of the given reaction. (1) Given the reactants [F:1][C:2]1[CH:7]=[CH:6][C:5]([C:8]2[NH:9][C:10](=[S:20])[NH:11][C:12]=2[C:13]2[CH:18]=[CH:17][N:16]=[C:15](F)[CH:14]=2)=[CH:4][CH:3]=1.C(O)(=[O:23])C.O, predict the reaction product. The product is: [F:1][C:2]1[CH:7]=[CH:6][C:5]([C:8]2[NH:9][C:10](=[S:20])[NH:11][C:12]=2[C:13]2[CH:18]=[CH:17][N:16]=[C:15]([OH:23])[CH:14]=2)=[CH:4][CH:3]=1. (2) Given the reactants C([O:5]O)(C)(C)C.[CH3:7][CH:8]([CH2:10][CH2:11][CH2:12][C@H:13]([CH2:15][CH2:16][CH2:17][C@H:18]([CH2:20][CH2:21][CH2:22]/[C:23](=[CH:25]/[CH2:26][OH:27])/[CH3:24])[CH3:19])[CH3:14])[CH3:9].CCOCC.CCCCCC, predict the reaction product. The product is: [CH3:24][C@:23]1([CH2:22][CH2:21][CH2:20][C@H:18]([CH3:19])[CH2:17][CH2:16][CH2:15][C@H:13]([CH3:14])[CH2:12][CH2:11][CH2:10][CH:8]([CH3:7])[CH3:9])[O:5][C@@H:25]1[CH2:26][OH:27].